From a dataset of Forward reaction prediction with 1.9M reactions from USPTO patents (1976-2016). Predict the product of the given reaction. (1) Given the reactants [Cl:1][C:2]1[CH:7]=[CH:6][C:5]([S:8]([NH:11][C@@H:12]2[CH2:17][CH2:16][CH2:15][CH2:14][C@@H:13]2[C:18]([NH2:20])=[O:19])(=[O:10])=[O:9])=[CH:4][CH:3]=1.Br[CH2:22][C:23]1[CH:28]=[CH:27][C:26]([C:29]([CH3:32])([CH3:31])[CH3:30])=[CH:25][CH:24]=1, predict the reaction product. The product is: [C:29]([C:26]1[CH:25]=[CH:24][C:23]([CH2:22][N:11]([S:8]([C:5]2[CH:6]=[CH:7][C:2]([Cl:1])=[CH:3][CH:4]=2)(=[O:9])=[O:10])[C@@H:12]2[CH2:17][CH2:16][CH2:15][CH2:14][C@@H:13]2[C:18]([NH2:20])=[O:19])=[CH:28][CH:27]=1)([CH3:32])([CH3:30])[CH3:31]. (2) The product is: [CH3:28][N:29]1[CH2:34][CH2:33][N:32]([CH2:14][CH2:13][C@@H:12]([C@@H:11]2[C@:17]3([CH3:25])[C:8]([C:7]4[CH2:6][CH2:5][C@@H:4]5[C@:21]([C:20]=4[CH2:19][CH2:18]3)([CH3:24])[CH2:22][CH2:23][C@H:2]([OH:1])[C:3]5([CH3:27])[CH3:26])=[CH:9][CH2:10]2)[CH3:16])[CH2:31][CH2:30]1. Given the reactants [OH:1][C@H:2]1[CH2:23][CH2:22][C@@:21]2([CH3:24])[CH:4]([CH2:5][CH2:6][C:7]3[C:8]4[C@:17]([CH3:25])([CH2:18][CH2:19][C:20]=32)[C@@H:11]([C@@H:12]([CH3:16])[CH2:13][CH:14]=O)[CH2:10][CH:9]=4)[C:3]1([CH3:27])[CH3:26].[CH3:28][N:29]1[CH2:34][CH2:33][NH:32][CH2:31][CH2:30]1.C(O[BH-](OC(=O)C)OC(=O)C)(=O)C.[Na+], predict the reaction product. (3) The product is: [CH3:36][C:33]([C:21]1[C:22]([C:24]2[CH:29]=[C:28]([O:30][CH3:31])[CH:27]=[CH:26][C:25]=2[F:32])=[CH:23][C:18]([CH2:17][O:1][C:2]2[CH:3]=[CH:4][C:5]([CH2:8][C@@H:9]([CH3:15])[C:10]([OH:12])=[O:11])=[CH:6][CH:7]=2)=[CH:19][CH:20]=1)([CH3:34])[CH3:35]. Given the reactants [OH:1][C:2]1[CH:7]=[CH:6][C:5]([CH2:8][C@@H:9]([CH3:15])[C:10]([O:12]CC)=[O:11])=[CH:4][CH:3]=1.Cl[CH2:17][C:18]1[CH:19]=[CH:20][C:21]([C:33]([CH3:36])([CH3:35])[CH3:34])=[C:22]([C:24]2[CH:29]=[C:28]([O:30][CH3:31])[CH:27]=[CH:26][C:25]=2[F:32])[CH:23]=1.C(=O)([O-])[O-].[Cs+].[Cs+].[OH-].[Li+], predict the reaction product. (4) Given the reactants [F:1][C:2]1[CH:7]=[CH:6][CH:5]=[CH:4][C:3]=1[N:8]1[C:12](=[O:13])[CH2:11][C:10]([C:14]2[CH:19]=[CH:18][CH:17]=[CH:16][C:15]=2[F:20])=[N:9]1.[CH2:21]([O:23][CH:24](OCC)OCC)[CH3:22], predict the reaction product. The product is: [CH2:21]([O:23]/[CH:24]=[C:11]1\[C:12](=[O:13])[N:8]([C:3]2[CH:4]=[CH:5][CH:6]=[CH:7][C:2]=2[F:1])[N:9]=[C:10]\1[C:14]1[CH:19]=[CH:18][CH:17]=[CH:16][C:15]=1[F:20])[CH3:22]. (5) Given the reactants [Cl:1][C:2]1[CH:3]=[C:4]2[C:8](=[CH:9][CH:10]=1)[N:7]([CH2:11][C:12]([O:14]C(C)(C)C)=[O:13])[C:6]([CH3:19])=[C:5]2[C:20]1[C:29]2[C:24](=[CH:25][CH:26]=[CH:27][CH:28]=2)[C:23](=[O:30])[N:22]([CH2:31][C:32]2[CH:37]=[C:36]([F:38])[CH:35]=[CH:34][C:33]=2[F:39])[N:21]=1.C(O)(C(F)(F)F)=O, predict the reaction product. The product is: [Cl:1][C:2]1[CH:3]=[C:4]2[C:8](=[CH:9][CH:10]=1)[N:7]([CH2:11][C:12]([OH:14])=[O:13])[C:6]([CH3:19])=[C:5]2[C:20]1[C:29]2[C:24](=[CH:25][CH:26]=[CH:27][CH:28]=2)[C:23](=[O:30])[N:22]([CH2:31][C:32]2[CH:37]=[C:36]([F:38])[CH:35]=[CH:34][C:33]=2[F:39])[N:21]=1.